From a dataset of M1 muscarinic receptor agonist screen with 61,833 compounds. Binary Classification. Given a drug SMILES string, predict its activity (active/inactive) in a high-throughput screening assay against a specified biological target. The result is 0 (inactive). The drug is o1c(C(=O)Nc2cc3Cc4c(c3cc2)cccc4)ccc1.